This data is from Reaction yield outcomes from USPTO patents with 853,638 reactions. The task is: Predict the reaction yield, written as a fraction of the theoretical maximum amount of product (1.0 means a 100% yield; for example, 0.34 means a 34% yield). (1) The reactants are [Cl:1][C:2]1[CH:3]=[C:4]([C:9]23[CH2:14][CH:13]2[CH2:12][CH2:11][C:10]3=O)[CH:5]=[CH:6][C:7]=1[Cl:8].[CH3:16][NH:17][CH3:18].C(O[BH-](OC(=O)C)OC(=O)C)(=O)C.[Na+]. The catalyst is ClCCl.Cl[Ti](Cl)(Cl)Cl. The product is [ClH:1].[CH3:16][N:17]([CH3:18])[CH:10]1[CH2:11][CH2:12][CH:13]2[C:9]1([C:4]1[CH:5]=[CH:6][C:7]([Cl:8])=[C:2]([Cl:1])[CH:3]=1)[CH2:14]2. The yield is 0.380. (2) The reactants are [F:1][C:2]1[CH:7]=[C:6]([F:8])[CH:5]=[CH:4][C:3]=1[CH2:9][NH:10][C:11]([C:13]1[C:14](=[O:40])[C:15]([O:32]CC2C=CC=CC=2)=[C:16]2[C:29](=[O:30])[N:20]3[CH:21]4[CH2:28][CH2:27][CH2:26][CH2:25][CH:22]4[CH2:23][O:24][CH:19]3[CH2:18][N:17]2[CH:31]=1)=[O:12].Cl.OC[C@H]1CCCC[C@H]1N.CO.C(=O)([O-])[O-]. The catalyst is ClCCl.C(O)(=O)C. The product is [F:1][C:2]1[CH:7]=[C:6]([F:8])[CH:5]=[CH:4][C:3]=1[CH2:9][NH:10][C:11]([C:13]1[C:14](=[O:40])[C:15]([OH:32])=[C:16]2[C:29](=[O:30])[N:20]3[CH:21]4[CH2:28][CH2:27][CH2:26][CH2:25][CH:22]4[CH2:23][O:24][CH:19]3[CH2:18][N:17]2[CH:31]=1)=[O:12]. The yield is 0.530. (3) The catalyst is C(Cl)Cl. The reactants are [CH:1]1([C:4]2[C:5]([N:26]3[CH2:31][CH2:30][N:29](C(OC(C)(C)C)=O)[CH2:28][CH2:27]3)=[C:6]3[C:12]([C:13]([F:16])([F:15])[F:14])=[N:11][N:10]([CH2:17][C:18]4[CH:23]=[CH:22][C:21]([O:24][CH3:25])=[CH:20][CH:19]=4)[C:7]3=[N:8][CH:9]=2)[CH2:3][CH2:2]1.C(O)(C(F)(F)F)=O. The product is [CH:1]1([C:4]2[C:5]([N:26]3[CH2:27][CH2:28][NH:29][CH2:30][CH2:31]3)=[C:6]3[C:12]([C:13]([F:14])([F:16])[F:15])=[N:11][N:10]([CH2:17][C:18]4[CH:19]=[CH:20][C:21]([O:24][CH3:25])=[CH:22][CH:23]=4)[C:7]3=[N:8][CH:9]=2)[CH2:3][CH2:2]1. The yield is 0.910. (4) The reactants are [OH-].[Li+].[NH2:3][C:4]1[N:5]=[CH:6][C:7]([CH2:10][CH2:11][CH2:12][C@H:13]([NH:18][C:19]([O:21][C:22]([CH3:25])([CH3:24])[CH3:23])=[O:20])[C:14]([O:16]C)=[O:15])=[N:8][CH:9]=1.Cl. The catalyst is CO.O. The product is [NH2:3][C:4]1[N:5]=[CH:6][C:7]([CH2:10][CH2:11][CH2:12][C@H:13]([NH:18][C:19]([O:21][C:22]([CH3:25])([CH3:24])[CH3:23])=[O:20])[C:14]([OH:16])=[O:15])=[N:8][CH:9]=1. The yield is 0.970. (5) The reactants are [C:1]([C:3]1[N:7]([CH:8]2[CH2:13][CH2:12][N:11]([C:14]([O:16][CH:17]([CH3:19])[CH3:18])=[O:15])[CH2:10][CH2:9]2)[N:6]=[CH:5][C:4]=1[CH2:20][OH:21])#[N:2].[Si:22]([O:29][CH2:30][CH2:31][S:32][C:33]1[CH:38]=[CH:37][C:36](O)=[C:35]([F:40])[CH:34]=1)([C:25]([CH3:28])([CH3:27])[CH3:26])([CH3:24])[CH3:23].C1(P(C2C=CC=CC=2)C2C=CC=CC=2)C=CC=CC=1.N(C(OCC)=O)=NC(OCC)=O. The catalyst is O1CCOCC1. The product is [Si:22]([O:29][CH2:30][CH2:31][S:32][C:33]1[CH:38]=[CH:37][C:36]([O:21][CH2:20][C:4]2[CH:5]=[N:6][N:7]([CH:8]3[CH2:13][CH2:12][N:11]([C:14]([O:16][CH:17]([CH3:19])[CH3:18])=[O:15])[CH2:10][CH2:9]3)[C:3]=2[C:1]#[N:2])=[C:35]([F:40])[CH:34]=1)([C:25]([CH3:28])([CH3:27])[CH3:26])([CH3:24])[CH3:23]. The yield is 0.410. (6) The product is [F:24][C:25]([F:38])([F:39])[C:26]1[CH:33]=[C:32]([C:34]([F:37])([F:35])[F:36])[CH:31]=[CH:30][C:27]=1[CH2:28][N:11]([CH2:10][CH2:9][C:6]1[CH:5]=[CH:4][C:3]([O:2][CH3:1])=[CH:8][CH:7]=1)[C:12]1[CH:17]=[CH:16][CH:15]=[CH:14][N:13]=1. The catalyst is O1CCOCC1. The yield is 0.440. The reactants are [CH3:1][O:2][C:3]1[CH:8]=[CH:7][C:6]([CH2:9][CH2:10][NH:11][C:12]2[CH:17]=[CH:16][CH:15]=[CH:14][N:13]=2)=[CH:5][CH:4]=1.C([O-])([O-])=O.[K+].[K+].[F:24][C:25]([F:39])([F:38])[C:26]1[CH:33]=[C:32]([C:34]([F:37])([F:36])[F:35])[CH:31]=[CH:30][C:27]=1[CH2:28]Br. (7) The reactants are [Cl:1][C:2]1[CH:3]=[C:4]([C:9]2[S:10][CH:11]=[C:12]([CH:15]=O)[C:13]=2[OH:14])[CH:5]=[CH:6][C:7]=1[Cl:8].[NH:17]([C:19]([NH:21][C:22]1[CH:30]=[CH:29][C:25]([C:26]([OH:28])=[O:27])=[CH:24][CH:23]=1)=[S:20])[NH2:18].CN(C)C=O.Cl. The yield is 0.650. The product is [Cl:1][C:2]1[CH:3]=[C:4]([C:9]2[S:10][CH:11]=[C:12]([CH:15]=[N:18][NH:17][C:19]([NH:21][C:22]3[CH:30]=[CH:29][C:25]([C:26]([OH:28])=[O:27])=[CH:24][CH:23]=3)=[S:20])[C:13]=2[OH:14])[CH:5]=[CH:6][C:7]=1[Cl:8]. The catalyst is O.